From a dataset of Catalyst prediction with 721,799 reactions and 888 catalyst types from USPTO. Predict which catalyst facilitates the given reaction. (1) Reactant: [F:1][C:2]1[CH:10]=[C:9]2[C:5]([CH:6]=[N:7][NH:8]2)=[CH:4][C:3]=1[NH:11][C:12]1[C:13]2[C:20]3[CH2:21][CH2:22][CH:23]([C:25]([O:27]CC)=[O:26])[CH2:24][C:19]=3[S:18][C:14]=2[N:15]=[CH:16][N:17]=1.[OH-].[Na+].O. Product: [F:1][C:2]1[CH:10]=[C:9]2[C:5]([CH:6]=[N:7][NH:8]2)=[CH:4][C:3]=1[NH:11][C:12]1[C:13]2[C:20]3[CH2:21][CH2:22][CH:23]([C:25]([OH:27])=[O:26])[CH2:24][C:19]=3[S:18][C:14]=2[N:15]=[CH:16][N:17]=1. The catalyst class is: 8. (2) Reactant: [Br:1][C:2]1[CH:7]=[C:6](F)[CH:5]=[C:4]([F:9])[CH:3]=1.[CH3:10][O-:11].[Na+]. Product: [Br:1][C:2]1[CH:7]=[C:6]([O:11][CH3:10])[CH:5]=[C:4]([F:9])[CH:3]=1. The catalyst class is: 3. (3) Reactant: P(Br)(Br)[Br:2].[CH2:5]([O:7][C:8]([C:10]1([C:13]2[CH:18]=[CH:17][C:16]([C:19]3[CH:24]=[CH:23][C:22]([C:25]4[O:29][N:28]=[C:27]([CH3:30])[C:26]=4[CH2:31]O)=[CH:21][CH:20]=3)=[CH:15][CH:14]=2)[CH2:12][CH2:11]1)=[O:9])[CH3:6].C([O-])(O)=O.[Na+]. Product: [CH2:5]([O:7][C:8]([C:10]1([C:13]2[CH:18]=[CH:17][C:16]([C:19]3[CH:24]=[CH:23][C:22]([C:25]4[O:29][N:28]=[C:27]([CH3:30])[C:26]=4[CH2:31][Br:2])=[CH:21][CH:20]=3)=[CH:15][CH:14]=2)[CH2:12][CH2:11]1)=[O:9])[CH3:6]. The catalyst class is: 57. (4) Reactant: [C:1]([NH:4][C@H:5]([C:28]([NH:30][C@H:31]([C:35]([NH:37][C@H:38]([C:46]([NH:48][C:49]1[CH:54]=[CH:53][C:52]([CH2:55][O:56][C:57](=[O:71])[N:58]([CH3:70])[CH2:59][CH2:60][N:61](C)[C:62](=O)OC(C)(C)C)=[CH:51][CH:50]=1)=[O:47])[CH2:39][CH2:40][CH2:41][NH:42][C:43](=[O:45])[NH2:44])=[O:36])[CH:32]([CH3:34])[CH3:33])=[O:29])[CH2:6][CH2:7][CH2:8][CH2:9][NH:10][C:11]([O:13][CH2:14][CH:15]1[C:27]2[CH:26]=[CH:25][CH:24]=[CH:23][C:22]=2[C:21]2[C:16]1=[CH:17][CH:18]=[CH:19][CH:20]=2)=[O:12])(=[O:3])[CH3:2].C(O)(C(F)(F)F)=O. Product: [C:1]([NH:4][C@H:5]([C:28]([NH:30][C@H:31]([C:35]([NH:37][C@H:38]([C:46]([NH:48][C:49]1[CH:50]=[CH:51][C:52]([CH2:55][O:56][C:57](=[O:71])[N:58]([CH3:70])[CH2:59][CH2:60][NH:61][CH3:62])=[CH:53][CH:54]=1)=[O:47])[CH2:39][CH2:40][CH2:41][NH:42][C:43](=[O:45])[NH2:44])=[O:36])[CH:32]([CH3:34])[CH3:33])=[O:29])[CH2:6][CH2:7][CH2:8][CH2:9][NH:10][C:11]([O:13][CH2:14][CH:15]1[C:16]2[CH:17]=[CH:18][CH:19]=[CH:20][C:21]=2[C:22]2[C:27]1=[CH:26][CH:25]=[CH:24][CH:23]=2)=[O:12])(=[O:3])[CH3:2]. The catalyst class is: 2. (5) Reactant: [CH2:1]([O:3][C:4]([C:6]1[C:10]([CH3:11])=[C:9]([CH3:12])[S:8][C:7]=1[NH2:13])=[O:5])[CH3:2].[C:14]1(=[O:20])[O:19][C:17](=[O:18])[CH:16]=[CH:15]1. Product: [CH2:1]([O:3][C:4]([C:6]1[C:10]([CH3:11])=[C:9]([CH3:12])[S:8][C:7]=1[NH:13][C:14](=[O:20])[CH:15]=[CH:16][C:17]([OH:19])=[O:18])=[O:5])[CH3:2]. The catalyst class is: 28. (6) Reactant: [BH4-].[Na+].[CH3:3][C:4]([CH3:19])([CH2:8][CH2:9][CH2:10][CH2:11][CH2:12][C:13](=[O:18])[CH2:14][CH2:15][CH2:16][CH3:17])[C:5]([OH:7])=[O:6].C([O-])([O-])=O.[Na+].[Na+].Cl. Product: [OH:18][CH:13]([CH2:14][CH2:15][CH2:16][CH3:17])[CH2:12][CH2:11][CH2:10][CH2:9][CH2:8][C:4]([CH3:3])([CH3:19])[C:5]([OH:7])=[O:6]. The catalyst class is: 40. (7) Reactant: [CH2:1]([O:17][CH2:18][CH:19]([CH2:21][OH:22])[OH:20])[CH2:2][CH2:3][CH2:4][CH2:5][CH2:6][CH2:7][CH2:8][CH2:9][CH2:10][CH2:11][CH2:12][CH2:13][CH2:14][CH2:15][CH3:16].N1C=CN=C1.[Si:28](Cl)([C:31]([CH3:34])([CH3:33])[CH3:32])([CH3:30])[CH3:29].OS(O)(=O)=O. Product: [Si:28]([O:22][CH2:21][CH:19]([CH2:18][O:17][CH2:1][CH2:2][CH2:3][CH2:4][CH2:5][CH2:6][CH2:7][CH2:8][CH2:9][CH2:10][CH2:11][CH2:12][CH2:13][CH2:14][CH2:15][CH3:16])[OH:20])([C:31]([CH3:34])([CH3:33])[CH3:32])([CH3:30])[CH3:29]. The catalyst class is: 17. (8) Reactant: [CH:1]1[CH:2]=[C:3]([N:9]2[CH2:14][CH2:13][N:12]([CH2:15][CH2:16][CH2:17][CH2:18][O:19][C:20]3[CH:21]=[CH:22][C:23]4[CH2:30][CH2:29][C:27](=[O:28])[NH:26][C:24]=4[CH:25]=3)[CH2:11][CH2:10]2)[C:4]([Cl:8])=[C:5]([Cl:7])[CH:6]=1.C([O-])(=O)/C=C\C([O-])=O.C1(C)C=CC=CC=1.[OH-].[Na+]. Product: [CH:1]1[CH:2]=[C:3]([N:9]2[CH2:14][CH2:13][N:12]([CH2:15][CH2:16][CH2:17][CH2:18][O:19][C:20]3[CH:21]=[CH:22][C:23]4[CH2:30][CH2:29][C:27](=[O:28])[NH:26][C:24]=4[CH:25]=3)[CH2:11][CH2:10]2)[C:4]([Cl:8])=[C:5]([Cl:7])[CH:6]=1. The catalyst class is: 6.